From a dataset of Reaction yield outcomes from USPTO patents with 853,638 reactions. Predict the reaction yield, written as a fraction of the theoretical maximum amount of product (1.0 means a 100% yield; for example, 0.34 means a 34% yield). (1) The reactants are [Br:1][C:2]1[C:11]([CH3:12])=[CH:10][C:9]2[C:8]([CH3:14])([CH3:13])[CH:7]=[CH:6][C:5]([CH3:16])([CH3:15])[C:4]=2[CH:3]=1.S(=O)(O)[O-:18].[Na+].[OH2:22]. The catalyst is N1C=CC=CC=1.[Os](=O)(=O)(=O)=O. The product is [Br:1][C:2]1[C:11]([CH3:12])=[CH:10][C:9]2[C:8]([CH3:14])([CH3:13])[C@@H:7]([OH:22])[C@@H:6]([OH:18])[C:5]([CH3:16])([CH3:15])[C:4]=2[CH:3]=1. The yield is 0.750. (2) The reactants are Br[C:2]1[CH:3]=[C:4]([C:8]2([C:20]3[CH:25]=[CH:24][N:23]=[CH:22][CH:21]=3)[C:12]3=[N:13][CH2:14][C:15]([F:18])([F:17])[CH2:16][N:11]3[C:10]([NH2:19])=[N:9]2)[CH:5]=[CH:6][CH:7]=1.[F:26][C:27]1[C:32]([O:33][CH3:34])=[CH:31][CH:30]=[CH:29][C:28]=1B(O)O. No catalyst specified. The product is [F:17][C:15]1([F:18])[CH2:16][N:11]2[C:10]([NH2:19])=[N:9][C:8]([C:4]3[CH:3]=[C:2]([C:28]4[CH:29]=[CH:30][CH:31]=[C:32]([O:33][CH3:34])[C:27]=4[F:26])[CH:7]=[CH:6][CH:5]=3)([C:20]3[CH:25]=[CH:24][N:23]=[CH:22][CH:21]=3)[C:12]2=[N:13][CH2:14]1. The yield is 0.700. (3) The reactants are [N:1]1[CH:6]=[CH:5][CH:4]=[CH:3][C:2]=1[C:7]1[C:11]([C:12]([F:15])([F:14])[F:13])=[C:10]([C:16]2[O:20][N:19]=[C:18]3[C:21]4[C:26]([CH2:27][CH2:28][C:17]=23)=[CH:25][C:24]([CH:29]=C)=[CH:23][CH:22]=4)[O:9][N:8]=1.C[N+]1([O-])CC[O:35]CC1.I([O-])(=O)(=O)=O.[Na+].O. The catalyst is C(OCC)(=O)C.[Os](=O)(=O)(=O)=O. The product is [N:1]1[CH:6]=[CH:5][CH:4]=[CH:3][C:2]=1[C:7]1[C:11]([C:12]([F:15])([F:14])[F:13])=[C:10]([C:16]2[O:20][N:19]=[C:18]3[C:21]4[C:26]([CH2:27][CH2:28][C:17]=23)=[CH:25][C:24]([CH:29]=[O:35])=[CH:23][CH:22]=4)[O:9][N:8]=1. The yield is 0.970. (4) The reactants are [NH:1]1[C:5]2[CH:6]=[CH:7][C:8]([C:10]([OH:12])=O)=[CH:9][C:4]=2[N:3]=[CH:2]1.[CH2:13]1[C@@H:22]2[C@H:17]([CH2:18][CH2:19][C:20]3[CH:26]=[CH:25][CH:24]=[CH:23][C:21]=32)[NH:16][CH2:15][CH2:14]1.C(Cl)Cl.CO. The catalyst is O. The product is [NH:1]1[C:5]2[CH:6]=[CH:7][C:8]([C:10]([N:16]3[C@@H:17]4[C@H:22]([C:21]5[CH:23]=[CH:24][CH:25]=[CH:26][C:20]=5[CH2:19][CH2:18]4)[CH2:13][CH2:14][CH2:15]3)=[O:12])=[CH:9][C:4]=2[N:3]=[CH:2]1. The yield is 0.310. (5) The reactants are F.F.F.C(N(CC)CC)C.C(N(CC)CC)C.[Si]([O:35][CH2:36][C@H:37]1[O:41][C@@H:40]([N:42]2[CH:49]=[C:48]([CH3:50])[C:46](=[O:47])[NH:45][C:43]2=[O:44])[C@H:39]([O:51][CH2:52][CH2:53][O:54][N:55]([CH3:57])[CH3:56])[C@@H:38]1[OH:58])(C(C)(C)C)(C1C=CC=CC=1)C1C=CC=CC=1.CO. The catalyst is C1COCC1.C(Cl)Cl. The product is [CH3:56][N:55]([CH3:57])[O:54][CH2:53][CH2:52][O:51][C@@H:39]1[C@H:38]([OH:58])[C@@H:37]([CH2:36][OH:35])[O:41][C@H:40]1[N:42]1[CH:49]=[C:48]([CH3:50])[C:46](=[O:47])[NH:45][C:43]1=[O:44]. The yield is 0.925. (6) The reactants are [C:1]([O:5][C:6]([N:8]1[CH2:12][CH2:11][CH2:10][CH:9]1[C:13]([N:15]1[CH2:20][CH2:19][CH:18]([CH2:21][C:22]2[CH:27]=[CH:26][CH:25]=[CH:24][CH:23]=2)[CH2:17][CH2:16]1)=[O:14])=[O:7])([CH3:4])([CH3:3])[CH3:2].Cl.C(C1CCN(C([C@H]2CCCN2)=O)CC1)C1C=CC=CC=1. No catalyst specified. The product is [C:1]([O:5][C:6]([N:8]1[CH2:12][CH2:11][CH2:10][C@H:9]1[C:13]([N:15]1[CH2:20][CH2:19][CH:18]([CH2:21][C:22]2[CH:23]=[CH:24][CH:25]=[CH:26][CH:27]=2)[CH2:17][CH2:16]1)=[O:14])=[O:7])([CH3:4])([CH3:2])[CH3:3]. The yield is 1.00. (7) The reactants are [CH3:1][S:2][C:3]1[C:4]2[C:5]([C:12]3[CH:17]=[CH:16][C:15]([Cl:18])=[CH:14][CH:13]=3)=[CH:6][NH:7][C:8]=2[CH:9]=[CH:10][CH:11]=1.C1C(=O)N([Br:26])C(=O)C1. The catalyst is C(Cl)(Cl)(Cl)Cl. The product is [CH3:1][S:2][C:3]1[C:4]2[C:5]([C:12]3[CH:13]=[CH:14][C:15]([Cl:18])=[CH:16][CH:17]=3)=[C:6]([Br:26])[NH:7][C:8]=2[CH:9]=[CH:10][CH:11]=1. The yield is 1.00.